Dataset: Full USPTO retrosynthesis dataset with 1.9M reactions from patents (1976-2016). Task: Predict the reactants needed to synthesize the given product. (1) Given the product [F:1][C:2]1[CH:7]=[CH:6][C:5]([CH:8]2[N:13]3[N:14]=[C:15]([N:17]([C:18]([O:20][C:21]([CH3:22])([CH3:23])[CH3:24])=[O:19])[C:25]([O:27][C:28]([CH3:31])([CH3:30])[CH3:29])=[O:26])[N:16]=[C:12]3[CH2:11][N:10]([CH2:47][C:48]([F:51])([F:50])[F:49])[CH2:9]2)=[CH:4][CH:3]=1, predict the reactants needed to synthesize it. The reactants are: [F:1][C:2]1[CH:7]=[CH:6][C:5]([CH:8]2[N:13]3[N:14]=[C:15]([N:17]([C:25]([O:27][C:28]([CH3:31])([CH3:30])[CH3:29])=[O:26])[C:18]([O:20][C:21]([CH3:24])([CH3:23])[CH3:22])=[O:19])[N:16]=[C:12]3[CH2:11][NH:10][CH2:9]2)=[CH:4][CH:3]=1.C(N(C(C)C)CC)(C)C.FC(F)(F)S(O[CH2:47][C:48]([F:51])([F:50])[F:49])(=O)=O. (2) The reactants are: Br[CH2:2][CH2:3][O:4][CH:5]1[CH2:10][CH2:9][CH2:8][CH2:7][O:6]1.N1C2C=CC=C(C(OC)=O)C=2C=C1.[CH3:24][C:25]1[NH:26][C:27]2[C:32]([C:33]=1[CH3:34])=[CH:31][C:30]([C:35]([O-:37])=[O:36])=[CH:29][CH:28]=2. Given the product [CH3:24][C:25]1[N:26]([CH2:2][CH2:3][O:4][CH:5]2[CH2:10][CH2:9][CH2:8][CH2:7][O:6]2)[C:27]2[C:32]([C:33]=1[CH3:34])=[CH:31][C:30]([C:35]([OH:37])=[O:36])=[CH:29][CH:28]=2, predict the reactants needed to synthesize it.